From a dataset of TCR-epitope binding with 47,182 pairs between 192 epitopes and 23,139 TCRs. Binary Classification. Given a T-cell receptor sequence (or CDR3 region) and an epitope sequence, predict whether binding occurs between them. (1) The epitope is LLQTGIHVRVSQPSL. The TCR CDR3 sequence is CASSWGQNEQFF. Result: 1 (the TCR binds to the epitope). (2) The epitope is SEISMDNSPNL. The TCR CDR3 sequence is CASSQDRTASYNEQFF. Result: 1 (the TCR binds to the epitope). (3) The epitope is MLNIPSINV. The TCR CDR3 sequence is CASSNRGWGDTQYF. Result: 0 (the TCR does not bind to the epitope). (4) The epitope is KLGGALQAK. The TCR CDR3 sequence is CASSPGGAEAFF. Result: 1 (the TCR binds to the epitope). (5) The epitope is LPRRSGAAGA. The TCR CDR3 sequence is CSARLADNEQFF. Result: 1 (the TCR binds to the epitope). (6) The epitope is HLVDFQVTI. The TCR CDR3 sequence is CATQDVNTGELFF. Result: 0 (the TCR does not bind to the epitope).